Dataset: Forward reaction prediction with 1.9M reactions from USPTO patents (1976-2016). Task: Predict the product of the given reaction. (1) Given the reactants [Cl:1][C:2]1[CH:7]=[CH:6][N:5]=[C:4]([NH2:8])[CH:3]=1.[Cl:9]N1C(=O)CCC1=O, predict the reaction product. The product is: [NH2:8][C:4]1[CH:3]=[C:2]([Cl:1])[C:7]([Cl:9])=[CH:6][N:5]=1. (2) Given the reactants [Cl:1][C:2]1[CH:3]=[C:4]([CH2:24][C:25]([O:27][CH2:28][CH3:29])=[O:26])[CH:5]=[C:6]([C:14]2[CH:19]=[CH:18][C:17]([C:20]([F:23])([F:22])[F:21])=[CH:16][CH:15]=2)[C:7]=1[O:8][CH2:9][C:10]([F:13])([F:12])[F:11].[H-].[Na+].[CH3:32][C:33]([CH3:40])([CH2:37][CH2:38]Br)[CH2:34][CH2:35]Br.[NH4+].[Cl-], predict the reaction product. The product is: [Cl:1][C:2]1[CH:3]=[C:4]([C:24]2([C:25]([O:27][CH2:28][CH3:29])=[O:26])[CH2:38][CH2:37][C:33]([CH3:40])([CH3:32])[CH2:34][CH2:35]2)[CH:5]=[C:6]([C:14]2[CH:15]=[CH:16][C:17]([C:20]([F:21])([F:22])[F:23])=[CH:18][CH:19]=2)[C:7]=1[O:8][CH2:9][C:10]([F:13])([F:12])[F:11].